From a dataset of Catalyst prediction with 721,799 reactions and 888 catalyst types from USPTO. Predict which catalyst facilitates the given reaction. Reactant: [NH2:1][C:2]1[CH:3]=[CH:4][C:5]([CH3:20])=[C:6]([C:8]2[CH:9]=[C:10]3[C:14](=[CH:15][CH:16]=2)[C:13](=[O:17])[C:12]([CH3:19])([CH3:18])[CH2:11]3)[CH:7]=1.[CH2:21]([N:28]=[C:29]=[O:30])[C:22]1[CH:27]=[CH:26][CH:25]=[CH:24][CH:23]=1. Product: [CH2:21]([NH:28][C:29]([NH:1][C:2]1[CH:3]=[CH:4][C:5]([CH3:20])=[C:6]([C:8]2[CH:9]=[C:10]3[C:14](=[CH:15][CH:16]=2)[C:13](=[O:17])[C:12]([CH3:18])([CH3:19])[CH2:11]3)[CH:7]=1)=[O:30])[C:22]1[CH:27]=[CH:26][CH:25]=[CH:24][CH:23]=1. The catalyst class is: 3.